Dataset: hERG potassium channel inhibition data for cardiac toxicity prediction from Karim et al.. Task: Regression/Classification. Given a drug SMILES string, predict its toxicity properties. Task type varies by dataset: regression for continuous values (e.g., LD50, hERG inhibition percentage) or binary classification for toxic/non-toxic outcomes (e.g., AMES mutagenicity, cardiotoxicity, hepatotoxicity). Dataset: herg_karim. (1) The molecule is CN(C(=O)Cc1ccc(-n2cnnn2)cc1)C1CCN(Cc2ccc(C(F)(F)F)cn2)CC1. The result is 1 (blocker). (2) The drug is COc1cccc(C2CCN(C3CCC(C(=O)NCc4cc(C(F)(F)F)cc(C(F)(F)F)c4)(C(C)C)C3)CC2)c1. The result is 1 (blocker). (3) The compound is CCc1nc2ccc3c(c2s1)CCN(CCCSc1nnc(-c2ocnc2C)n1C)CC3. The result is 1 (blocker). (4) The drug is CC(C)(C)c1cc(NC(=O)Nc2ccc(-c3cn4c(n3)sc3cc(OCCN5CCOCC5)ccc34)cc2)no1. The result is 0 (non-blocker). (5) The molecule is Cc1nc2ccccc2n1C1C[C@H]2CC[C@H](C1)N2CC[C@H](NC(=O)C1CCS(=O)(=O)CC1)c1ccc(F)cc1. The result is 0 (non-blocker). (6) The drug is COc1ccc(OC(F)(F)F)cc1CN[C@H]1CCCN[C@H]1c1ccccc1. The result is 1 (blocker). (7) The molecule is CC(C)(C)COc1ccc2c(c1)[C@]1(COC(N)=N1)c1cc(-c3c(F)ccnc3F)ccc1O2. The result is 0 (non-blocker).